Dataset: Catalyst prediction with 721,799 reactions and 888 catalyst types from USPTO. Task: Predict which catalyst facilitates the given reaction. (1) Reactant: C(OC([NH:8][CH2:9][CH2:10][CH2:11][CH3:12])=O)(C)(C)C.Cl.[OH:14][C:15]1[CH:26]=[C:25]2[C:18]([NH:19][CH:20]=[C:21]2[CH2:22][CH2:23][NH2:24])=[CH:17][CH:16]=1.C(N(CC)CC)C.C([O:36]C(=O)C)C. Product: [NH2:8][CH2:9][CH2:10][CH2:11][C:12]([NH:24][CH2:23][CH2:22][C:21]1[C:25]2[C:18](=[CH:17][CH:16]=[C:15]([OH:14])[CH:26]=2)[NH:19][CH:20]=1)=[O:36]. The catalyst class is: 9. (2) Reactant: [F:1][C:2]1[CH:7]=[C:6]([CH3:8])[C:5]([OH:9])=[C:4]([C:10]2[CH:14]=[CH:13][O:12][CH:11]=2)[CH:3]=1. Product: [F:1][C:2]1[CH:3]=[C:4]([CH:10]2[CH2:14][CH2:13][O:12][CH2:11]2)[C:5]([OH:9])=[C:6]([CH3:8])[CH:7]=1. The catalyst class is: 129.